From a dataset of Full USPTO retrosynthesis dataset with 1.9M reactions from patents (1976-2016). Predict the reactants needed to synthesize the given product. The reactants are: [Br:1][C:2]1[CH:3]=[C:4]2[C:8](=[CH:9][CH:10]=1)[NH:7][N:6]=[C:5]2[CH3:11].[H-].[Na+].[CH3:14][Si:15]([CH3:22])([CH3:21])[CH2:16][CH2:17]OCCl.[C:23](OCC)(=[O:25])C. Given the product [Br:1][C:2]1[CH:3]=[C:4]2[C:8](=[CH:9][CH:10]=1)[N:7]([CH2:23][O:25][CH:16]([Si:15]([CH3:14])([CH3:21])[CH3:22])[CH3:17])[N:6]=[C:5]2[CH3:11], predict the reactants needed to synthesize it.